Predict the reactants needed to synthesize the given product. From a dataset of Full USPTO retrosynthesis dataset with 1.9M reactions from patents (1976-2016). (1) Given the product [CH:8]1([C:11]2[CH:12]=[CH:13][C:14](/[C:19](/[C:24]3[CH:29]=[CH:28][C:27]([S:30][CH3:31])=[CH:26][CH:25]=3)=[CH:20]/[CH2:21][CH2:22][NH:23][C:1](=[O:3])[CH3:2])=[N:15][C:16]=2[O:17][CH3:18])[CH2:10][CH2:9]1, predict the reactants needed to synthesize it. The reactants are: [C:1](OC(=O)C)(=[O:3])[CH3:2].[CH:8]1([C:11]2[CH:12]=[CH:13][C:14](/[C:19](/[C:24]3[CH:29]=[CH:28][C:27]([S:30][CH3:31])=[CH:26][CH:25]=3)=[CH:20]/[CH2:21][CH2:22][NH2:23])=[N:15][C:16]=2[O:17][CH3:18])[CH2:10][CH2:9]1.Cl. (2) Given the product [F:15][C:10]1[CH:9]=[C:8]([CH2:7][C@H:2]([NH2:1])[C@H:3]2[CH2:4][O:6]2)[CH:13]=[C:12]([F:14])[CH:11]=1, predict the reactants needed to synthesize it. The reactants are: [NH2:1][C@@H:2]([CH2:7][C:8]1[CH:13]=[C:12]([F:14])[CH:11]=[C:10]([F:15])[CH:9]=1)[C@H:3]([OH:6])[CH2:4]Cl.[OH-].[K+].O. (3) Given the product [Cl:1][C:2]1[CH:3]=[C:4]([C:9]2[C:10](=[O:31])[N:11]([C:14]3[CH:19]=[CH:18][C:17]([O:20][CH3:21])=[C:16]([O:22][CH2:23][CH2:24][N:25]4[CH2:26][CH2:27][CH2:28][CH2:29][CH2:30]4)[CH:15]=3)[CH2:12][CH:13]=2)[CH:5]=[CH:6][C:7]=1[Cl:8], predict the reactants needed to synthesize it. The reactants are: [Cl:1][C:2]1[CH:3]=[C:4]([C:9]2(O)[CH2:13][CH2:12][N:11]([C:14]3[CH:19]=[CH:18][C:17]([O:20][CH3:21])=[C:16]([O:22][CH2:23][CH2:24][N:25]4[CH2:30][CH2:29][CH2:28][CH2:27][CH2:26]4)[CH:15]=3)[C:10]2=[O:31])[CH:5]=[CH:6][C:7]=1[Cl:8]. (4) Given the product [NH2:11][C:10]1[N:2]([C:4]2[CH:5]=[N:6][CH:7]=[CH:8][CH:9]=2)[N:3]=[CH:18][C:12]=1[C:13]([O:15][CH2:16][CH3:17])=[O:14], predict the reactants needed to synthesize it. The reactants are: Cl.[NH:2]([C:4]1[CH:5]=[N:6][CH:7]=[CH:8][CH:9]=1)[NH2:3].[C:10]([C:12](=[CH:18]OCC)[C:13]([O:15][CH2:16][CH3:17])=[O:14])#[N:11].C(N(CC)CC)C. (5) Given the product [CH3:6][N:7]([CH3:1])[CH2:8][C@@H:9]([C@H:11]([C@@H:13]([C@@H:15]([CH2:17][OH:18])[OH:16])[OH:14])[OH:12])[OH:10], predict the reactants needed to synthesize it. The reactants are: [CH:1](O)=O.C=O.[CH3:6][NH:7][CH2:8][C@@H:9]([C@H:11]([C@@H:13]([C@@H:15]([CH2:17][OH:18])[OH:16])[OH:14])[OH:12])[OH:10].Cl.